From a dataset of Forward reaction prediction with 1.9M reactions from USPTO patents (1976-2016). Predict the product of the given reaction. (1) Given the reactants [SH:1][CH:2]([CH3:6])[C:3](=O)[CH3:4].[C:7](#[N:11])[CH2:8][C:9]#[N:10].C(N(CC)CC)C, predict the reaction product. The product is: [NH2:10][C:9]1[S:1][C:2]([CH3:6])=[C:3]([CH3:4])[C:8]=1[C:7]#[N:11]. (2) Given the reactants N[CH:2](C1C=CC(OC)=C(OC)C=1)CC(O)=O.[NH2:17][CH:18]([C:23]1[CH:28]=[CH:27][C:26]([O:29][CH3:30])=[C:25]([O:31][CH2:32][CH3:33])[CH:24]=1)[CH2:19][C:20]([OH:22])=[O:21], predict the reaction product. The product is: [NH2:17][CH:18]([C:23]1[CH:28]=[CH:27][C:26]([O:29][CH3:30])=[C:25]([O:31][CH2:32][CH3:33])[CH:24]=1)[CH2:19][C:20]([O:22][CH3:2])=[O:21]. (3) Given the reactants [CH3:1][C:2]([C:9]1[CH:16]=[CH:15][C:12]([CH:13]=[O:14])=[CH:11][CH:10]=1)([CH3:8])[CH2:3][C:4]([CH3:7])([CH3:6])[CH3:5].[BH4-].[K+], predict the reaction product. The product is: [CH3:8][C:2]([C:9]1[CH:16]=[CH:15][C:12]([CH2:13][OH:14])=[CH:11][CH:10]=1)([CH3:1])[CH2:3][C:4]([CH3:5])([CH3:6])[CH3:7]. (4) Given the reactants [C:1]([C:4]1[N:5]=[CH:6][S:7][C:8]=1/[CH:9]=[CH:10]\[S:11][C:12]([C:25]1[CH:30]=[CH:29][CH:28]=[CH:27][CH:26]=1)([C:19]1[CH:24]=[CH:23][CH:22]=[CH:21][CH:20]=1)[C:13]1[CH:18]=[CH:17][CH:16]=[CH:15][CH:14]=1)(O)=[O:2].Cl.[C:32]([CH:34]1[CH2:37][NH:36][CH2:35]1)#[N:33], predict the reaction product. The product is: [C:32]([CH:34]1[CH2:37][N:36]([C:1]([C:4]2[N:5]=[CH:6][S:7][C:8]=2/[CH:9]=[CH:10]\[S:11][C:12]([C:13]2[CH:18]=[CH:17][CH:16]=[CH:15][CH:14]=2)([C:25]2[CH:26]=[CH:27][CH:28]=[CH:29][CH:30]=2)[C:19]2[CH:20]=[CH:21][CH:22]=[CH:23][CH:24]=2)=[O:2])[CH2:35]1)#[N:33]. (5) Given the reactants [Cl:1][C:2]1[CH:7]=[CH:6][C:5]([C@H:8]2[CH2:12][CH2:11][C@H:10]([C:13]3[CH:18]=[CH:17][C:16]([Cl:19])=[C:15]([N+:20]([O-:22])=[O:21])[CH:14]=3)[NH:9]2)=[CH:4][C:3]=1[N+:23]([O-:25])=[O:24].Br[C:27]1[S:28][C:29]2[CH:35]=[CH:34][CH:33]=[CH:32][C:30]=2[N:31]=1.C1C=CC(P(C2C(C3C(P(C4C=CC=CC=4)C4C=CC=CC=4)=CC=C4C=3C=CC=C4)=C3C(C=CC=C3)=CC=2)C2C=CC=CC=2)=CC=1.CC(C)([O-])C.[Na+], predict the reaction product. The product is: [Cl:19][C:16]1[CH:17]=[CH:18][C:13]([C@H:10]2[CH2:11][CH2:12][C@H:8]([C:5]3[CH:6]=[CH:7][C:2]([Cl:1])=[C:3]([N+:23]([O-:25])=[O:24])[CH:4]=3)[N:9]2[C:27]2[S:28][C:29]3[CH:35]=[CH:34][CH:33]=[CH:32][C:30]=3[N:31]=2)=[CH:14][C:15]=1[N+:20]([O-:22])=[O:21]. (6) Given the reactants [Cl:1][C:2]1[CH:13]=[CH:12][C:5]([C:6]([NH:8][CH:9]2[CH2:11][CH2:10]2)=[O:7])=[CH:4][C:3]=1I.C([O-])(=O)C.[K+].B1(B2OC(C)(C)C(C)(C)O2)OC(C)(C)C(C)(C)O1.Br[C:39]1[CH:40]=[C:41]2[C:46](=[CH:47][CH:48]=1)[C:45]([N:49]1[CH2:54][CH2:53][O:52][CH2:51][CH2:50]1)=[N:44][N:43]=[CH:42]2.C(=O)([O-])[O-].[Na+].[Na+].O, predict the reaction product. The product is: [Cl:1][C:2]1[CH:13]=[CH:12][C:5]([C:6]([NH:8][CH:9]2[CH2:11][CH2:10]2)=[O:7])=[CH:4][C:3]=1[C:39]1[CH:40]=[C:41]2[C:46](=[CH:47][CH:48]=1)[C:45]([N:49]1[CH2:50][CH2:51][O:52][CH2:53][CH2:54]1)=[N:44][N:43]=[CH:42]2. (7) Given the reactants C([O:5][C:6](=[O:49])[C:7]1[CH:12]=[CH:11][CH:10]=[C:9]([CH2:13][CH:14]([NH:28][C:29](=[O:46])[CH2:30][N:31]2[CH2:36][CH2:35][CH:34]([CH2:37][NH:38]C(OC(C)(C)C)=O)[CH2:33][CH2:32]2)[B:15]2OC3C(C)(C4CC(C3)C4(C)C)[O:16]2)[C:8]=1[O:47]C)(C)(C)C.B(Cl)(Cl)Cl, predict the reaction product. The product is: [NH2:38][CH2:37][CH:34]1[CH2:35][CH2:36][N:31]([CH2:30][C:29]([NH:28][CH:14]2[CH2:13][C:9]3[CH:10]=[CH:11][CH:12]=[C:7]([C:6]([OH:5])=[O:49])[C:8]=3[O:47][B:15]2[OH:16])=[O:46])[CH2:32][CH2:33]1. (8) Given the reactants C([O:8][C:9]1[CH:38]=[CH:37][C:36]([C:39]2[CH:40]=[N:41][CH:42]=[CH:43][CH:44]=2)=[CH:35][C:10]=1[C:11]([NH:13][C:14]1[CH:26]=[C:25]([C:27]2[CH:32]=[CH:31][CH:30]=[CH:29][C:28]=2[O:33][CH3:34])[CH:24]=[CH:23][C:15]=1[C:16]([O:18][C:19]([CH3:22])([CH3:21])[CH3:20])=[O:17])=[O:12])C1C=CC=CC=1.O1CCCC1, predict the reaction product. The product is: [OH:8][C:9]1[CH:38]=[CH:37][C:36]([C:39]2[CH:40]=[N:41][CH:42]=[CH:43][CH:44]=2)=[CH:35][C:10]=1[C:11]([NH:13][C:14]1[CH:26]=[C:25]([C:27]2[CH:32]=[CH:31][CH:30]=[CH:29][C:28]=2[O:33][CH3:34])[CH:24]=[CH:23][C:15]=1[C:16]([O:18][C:19]([CH3:21])([CH3:20])[CH3:22])=[O:17])=[O:12].